This data is from Catalyst prediction with 721,799 reactions and 888 catalyst types from USPTO. The task is: Predict which catalyst facilitates the given reaction. Reactant: CN(C)[C:3]([S:5][C:6]1[CH:7]=[C:8]2[C:12](=[CH:13][CH:14]=1)[C@H:11]([CH2:15][C:16]([O:18][CH2:19][CH3:20])=[O:17])[CH2:10][CH2:9]2)=O.[O-:22][CH2:23][CH3:24].[Na+].BrCCC[C:30]1[CH:35]=[CH:34][C:33]([C:36]2[S:37][C:38]3[CH2:44][CH2:43][CH2:42][O:41][C:39]=3[N:40]=2)=[CH:32][C:31]=1[CH2:45][CH2:46][CH3:47].Cl. Product: [S:37]1[C:38]2[CH2:44][CH2:43][CH2:42][O:41][C:39]=2[N:40]=[C:36]1[C:33]1[CH:34]=[CH:35][C:30]([O:22][CH2:23][CH2:24][CH2:3][S:5][C:6]2[CH:7]=[C:8]3[C:12](=[CH:13][CH:14]=2)[C@H:11]([CH2:15][C:16]([O:18][CH2:19][CH3:20])=[O:17])[CH2:10][CH2:9]3)=[C:31]([CH2:45][CH2:46][CH3:47])[CH:32]=1. The catalyst class is: 163.